From a dataset of Reaction yield outcomes from USPTO patents with 853,638 reactions. Predict the reaction yield, written as a fraction of the theoretical maximum amount of product (1.0 means a 100% yield; for example, 0.34 means a 34% yield). (1) The reactants are [C:1]([O:5][C:6](=[O:19])[NH:7][CH2:8][CH2:9][CH2:10][CH2:11][C:12]1[CH:17]=[CH:16][C:15]([OH:18])=[CH:14][CH:13]=1)([CH3:4])([CH3:3])[CH3:2].C([O-])([O-])=O.[Cs+].[Cs+].I[CH2:27][C:28]#[N:29]. The catalyst is CN(C=O)C. The product is [C:1]([O:5][C:6](=[O:19])[NH:7][CH2:8][CH2:9][CH2:10][CH2:11][C:12]1[CH:13]=[CH:14][C:15]([O:18][CH2:27][C:28]#[N:29])=[CH:16][CH:17]=1)([CH3:4])([CH3:2])[CH3:3]. The yield is 0.380. (2) The reactants are Br[C:2]1[CH:7]=[CH:6][CH:5]=[CH:4][C:3]=1[C:8]1[N:12]([C:13]([CH3:16])([CH3:15])[CH3:14])[C:11]2[CH:17]=[CH:18][C:19]([C:21]3[CH:22]=[N:23][C:24]([NH2:27])=[N:25][CH:26]=3)=[CH:20][C:10]=2[N:9]=1.[CH3:28][N:29]1[CH:33]=[C:32](B2OC(C)(C)C(C)(C)O2)[CH:31]=[N:30]1.C([O-])([O-])=O.[K+].[K+]. The catalyst is CN(C=O)C.O.C1C=CC([P]([Pd]([P](C2C=CC=CC=2)(C2C=CC=CC=2)C2C=CC=CC=2)([P](C2C=CC=CC=2)(C2C=CC=CC=2)C2C=CC=CC=2)[P](C2C=CC=CC=2)(C2C=CC=CC=2)C2C=CC=CC=2)(C2C=CC=CC=2)C2C=CC=CC=2)=CC=1. The product is [C:13]([N:12]1[C:11]2[CH:17]=[CH:18][C:19]([C:21]3[CH:22]=[N:23][C:24]([NH2:27])=[N:25][CH:26]=3)=[CH:20][C:10]=2[N:9]=[C:8]1[C:3]1[CH:4]=[CH:5][CH:6]=[CH:7][C:2]=1[C:32]1[CH:31]=[N:30][N:29]([CH3:28])[CH:33]=1)([CH3:16])([CH3:15])[CH3:14]. The yield is 0.340. (3) The reactants are [CH:1]1([CH:7]([NH:21][C:22]2[CH:30]=[CH:29][C:25]([C:26](O)=[O:27])=[CH:24][CH:23]=2)[C:8]2[CH:12]=[C:11]([C:13]3[CH2:14][CH2:15][S:16][CH2:17][CH:18]=3)[S:10][C:9]=2[CH2:19][CH3:20])[CH2:6][CH2:5][CH2:4][CH2:3][CH2:2]1.[CH3:31][NH:32][CH2:33][CH2:34][C:35]([O:37]CC)=[O:36].O.ON1C2C=CC=CC=2N=N1.Cl.C(N=C=NCCCN(C)C)C.[Cl-].[NH4+].[OH-].[Na+]. The catalyst is CN(C)C=O.C(O)C.O1CCCC1.C(N(CC)CC)C. The product is [CH:1]1([CH:7]([NH:21][C:22]2[CH:30]=[CH:29][C:25]([C:26]([N:32]([CH3:31])[CH2:33][CH2:34][C:35]([OH:37])=[O:36])=[O:27])=[CH:24][CH:23]=2)[C:8]2[CH:12]=[C:11]([C:13]3[CH2:14][CH2:15][S:16][CH2:17][CH:18]=3)[S:10][C:9]=2[CH2:19][CH3:20])[CH2:6][CH2:5][CH2:4][CH2:3][CH2:2]1. The yield is 0.530.